From a dataset of Catalyst prediction with 721,799 reactions and 888 catalyst types from USPTO. Predict which catalyst facilitates the given reaction. (1) Reactant: [C:1]1(=[O:11])[NH:5][C:4](=[O:6])[C:3]2=[CH:7][CH:8]=[CH:9][CH:10]=[C:2]12.[K].Br[CH:14]1[CH2:19][CH2:18][CH2:17][CH:16]=[CH:15]1. Product: [CH:18]1([N:5]2[C:1](=[O:11])[C:2]3[C:3](=[CH:7][CH:8]=[CH:9][CH:10]=3)[C:4]2=[O:6])[CH2:17][CH2:16][CH:15]=[CH:14][CH2:19]1. The catalyst class is: 3. (2) Reactant: Cl[C:2]1[C:3]2[C:4](=[CH:13][N:14](CC3C=CC(OC)=CC=3)[N:15]=2)[N:5]=[C:6]([C:8]2[S:9][CH:10]=[CH:11][CH:12]=2)[N:7]=1.[O:25]1[CH2:30][CH2:29][N:28]([S:31]([C:34]2[CH:35]=[C:36]([CH:38]=[CH:39][CH:40]=2)[NH2:37])(=[O:33])=[O:32])[CH2:27][CH2:26]1.Cl. Product: [O:25]1[CH2:26][CH2:27][N:28]([S:31]([C:34]2[CH:35]=[C:36]([NH:37][C:2]3[C:3]4[NH:15][N:14]=[CH:13][C:4]=4[N:5]=[C:6]([C:8]4[S:9][CH:10]=[CH:11][CH:12]=4)[N:7]=3)[CH:38]=[CH:39][CH:40]=2)(=[O:33])=[O:32])[CH2:29][CH2:30]1. The catalyst class is: 71. (3) Reactant: [C:1]([C:3]1[CH:8]=[CH:7][N:6]=[CH:5][CH:4]=1)#[N:2].C(OC(=O)C[C:14]1[C:23]2[C:18](=[CH:19][CH:20]=[CH:21][CH:22]=2)[CH:17]=[CH:16][CH:15]=1)C.[CH3:25][C:26](C)([O-:28])C.[K+].[CH3:31][S:32]N=C=O.CI.[CH3:38][N:39]([CH:41]=O)C. Product: [CH3:38][N:39]1[C:26](=[O:28])[C:25]([C:16]2[CH:15]=[CH:14][C:23]3[C:18](=[CH:19][CH:20]=[CH:21][CH:22]=3)[CH:17]=2)=[C:1]([C:3]2[CH:8]=[CH:7][N:6]=[CH:5][CH:4]=2)[N:2]=[C:41]1[S:32][CH3:31]. The catalyst class is: 6. (4) Reactant: [C:1]([O:5][C:6](=[O:38])[C@@H:7]([NH:24][S:25]([C:28]1[CH:29]=[CH:30][CH:31]=[C:32]2[C:37]=1[N:36]=[CH:35][CH:34]=[CH:33]2)(=[O:27])=[O:26])[CH2:8][NH:9][C:10](=[O:23])[C:11]1[CH:16]=[CH:15][C:14]([CH2:17][CH2:18][C:19](OC)=[O:20])=[CH:13][CH:12]=1)([CH3:4])([CH3:3])[CH3:2].[NH2:39][C:40]1[NH:41][CH2:42][CH2:43][CH2:44][N:45]=1. Product: [C:1]([O:5][C:6](=[O:38])[C@@H:7]([NH:24][S:25]([C:28]1[CH:29]=[CH:30][CH:31]=[C:32]2[C:37]=1[N:36]=[CH:35][CH:34]=[CH:33]2)(=[O:26])=[O:27])[CH2:8][NH:9][C:10](=[O:23])[C:11]1[CH:16]=[CH:15][C:14]([CH2:17][CH2:18][C:19](=[O:20])[NH:39][C:40]2[NH:45][CH2:44][CH2:43][CH2:42][N:41]=2)=[CH:13][CH:12]=1)([CH3:4])([CH3:2])[CH3:3]. The catalyst class is: 9. (5) Reactant: [CH3:1][S:2](Cl)(=[O:4])=[O:3].[Br:6][C:7]1[CH:8]=[C:9]([C:13]2([C:21]3[CH:26]=[CH:25][CH:24]=[C:23]([OH:27])[CH:22]=3)[NH:17][C:16](=[S:18])[N:15]([CH3:19])[C:14]2=[O:20])[CH:10]=[CH:11][CH:12]=1.C(N(CC)CC)C. Product: [CH3:1][S:2]([O:27][C:23]1[CH:24]=[CH:25][CH:26]=[C:21]([C:13]2([C:9]3[CH:10]=[CH:11][CH:12]=[C:7]([Br:6])[CH:8]=3)[C:14](=[O:20])[N:15]([CH3:19])[C:16](=[S:18])[NH:17]2)[CH:22]=1)(=[O:4])=[O:3]. The catalyst class is: 4. (6) Product: [Br:18][CH:2]1[CH2:3][CH2:4][O:13][CH:12]([C:11]2[CH:6]=[CH:7][C:8]3[O:16][CH2:15][O:14][C:9]=3[CH:10]=2)[CH2:1]1. The catalyst class is: 4. Reactant: [CH2:1](O)[CH2:2][CH:3]=[CH2:4].[CH:6]1[C:11]([CH:12]=[O:13])=[CH:10][C:9]2[O:14][CH2:15][O:16][C:8]=2[CH:7]=1.[Ga](Br)(Br)[Br:18]. (7) Reactant: Cl[C:2]1[C:3]2[C:4](=[CH:16][N:17](CC3C=CC(OC)=CC=3)[N:18]=2)[N:5]=[C:6]([C:8]2[CH:13]=[CH:12][CH:11]=[C:10]([S:14][CH3:15])[CH:9]=2)[N:7]=1.[NH2:28][C:29]1[CH:38]=[C:37]2[C:32]([CH2:33][CH2:34][C:35](=[O:39])[NH:36]2)=[CH:31][CH:30]=1.Cl. Product: [CH3:15][S:14][C:10]1[CH:9]=[C:8]([C:6]2[N:7]=[C:2]([NH:28][C:29]3[CH:38]=[C:37]4[C:32]([CH2:33][CH2:34][C:35](=[O:39])[NH:36]4)=[CH:31][CH:30]=3)[C:3]3[NH:18][N:17]=[CH:16][C:4]=3[N:5]=2)[CH:13]=[CH:12][CH:11]=1. The catalyst class is: 71.